This data is from Reaction yield outcomes from USPTO patents with 853,638 reactions. The task is: Predict the reaction yield, written as a fraction of the theoretical maximum amount of product (1.0 means a 100% yield; for example, 0.34 means a 34% yield). (1) The reactants are [Br:1][C:2]1[C:7]([OH:8])=[CH:6][CH:5]=[CH:4][N:3]=1.C(=O)([O-])[O-].[K+].[K+].[I:15]I. The catalyst is O. The product is [Br:1][C:2]1[C:7]([OH:8])=[CH:6][CH:5]=[C:4]([I:15])[N:3]=1. The yield is 0.730. (2) The reactants are [NH:1]1[CH:5]=[CH:4][N:3]=[C:2]1[NH:6][C:7]([C:9]1[C:17]2[N:16]=[C:15]([NH:18][C:19]([C:21]3[CH:22]=[C:23]4[C:28](=[CH:29][CH:30]=3)[CH2:27][NH:26][CH2:25][CH2:24]4)=[O:20])[NH:14][C:13]=2[CH:12]=[CH:11][CH:10]=1)=[O:8].[C:31]1([S:37](Cl)(=[O:39])=[O:38])[CH:36]=[CH:35][CH:34]=[CH:33][CH:32]=1.C(N(CC)CC)C.O.NN. The catalyst is CN(C=O)C.O. The product is [NH:3]1[CH:4]=[CH:5][N:1]=[C:2]1[NH:6][C:7]([C:9]1[C:17]2[N:16]=[C:15]([NH:18][C:19]([C:21]3[CH:22]=[C:23]4[C:28](=[CH:29][CH:30]=3)[CH2:27][N:26]([S:37]([C:31]3[CH:36]=[CH:35][CH:34]=[CH:33][CH:32]=3)(=[O:39])=[O:38])[CH2:25][CH2:24]4)=[O:20])[NH:14][C:13]=2[CH:12]=[CH:11][CH:10]=1)=[O:8]. The yield is 0.650. (3) The reactants are [OH:1][C@H:2]1[C@H:18]([CH2:19][CH2:20][C@@H:21]([OH:27])[CH2:22][CH2:23][CH2:24][CH2:25][CH3:26])[C@H:5]2[CH2:6][C:7]3[C:12]([CH2:13][C@H:4]2[CH2:3]1)=[C:11]([O:14][CH2:15][C:16]#N)[CH:10]=[CH:9][CH:8]=3.[OH-:28].[K+].Cl.C[OH:32]. No catalyst specified. The product is [CH3:26][CH2:25][CH2:24][CH2:23][CH2:22][C@H:21]([OH:27])[CH2:20][CH2:19][C@H:18]1[C@H:2]([OH:1])[CH2:3][C@H:4]2[C@@H:5]1[CH2:6][C:7]1[C:12]([CH2:13]2)=[C:11]([O:14][CH2:15][C:16]([OH:32])=[O:28])[CH:10]=[CH:9][CH:8]=1. The yield is 0.810.